From a dataset of Forward reaction prediction with 1.9M reactions from USPTO patents (1976-2016). Predict the product of the given reaction. (1) Given the reactants [NH2:1][C:2]1[N:6]([CH2:7][C@H:8]2[CH2:12][CH2:11][CH2:10][N:9]2[C:13]([O:15][C:16]([CH3:19])([CH3:18])[CH3:17])=[O:14])[C:5]2[CH:20]=[CH:21][CH:22]=[CH:23][C:4]=2[N:3]=1.[Br:24][C:25]1[S:29][C:28]([C:30](O)=[O:31])=[CH:27][CH:26]=1.C1CN([P+](ON2N=NC3C=CC=CC2=3)(N2CCCC2)N2CCCC2)CC1.F[P-](F)(F)(F)(F)F, predict the reaction product. The product is: [Br:24][C:25]1[S:29][C:28]([C:30]([NH:1][C:2]2[N:6]([CH2:7][C@H:8]3[CH2:12][CH2:11][CH2:10][N:9]3[C:13]([O:15][C:16]([CH3:19])([CH3:18])[CH3:17])=[O:14])[C:5]3[CH:20]=[CH:21][CH:22]=[CH:23][C:4]=3[N:3]=2)=[O:31])=[CH:27][CH:26]=1. (2) Given the reactants FC(F)(F)C(O)=O.[OH:8][C:9]1[CH:36]=[CH:35][C:34]([N:37]2[CH2:42][CH2:41][O:40][CH2:39][CH2:38]2)=[CH:33][C:10]=1[C:11]([NH:13][C:14]1[CH:26]=[C:25]([C:27]2[CH:32]=[CH:31][CH:30]=[CH:29][CH:28]=2)[CH:24]=[CH:23][C:15]=1[C:16]([O:18]C(C)(C)C)=[O:17])=[O:12], predict the reaction product. The product is: [OH:8][C:9]1[CH:36]=[CH:35][C:34]([N:37]2[CH2:38][CH2:39][O:40][CH2:41][CH2:42]2)=[CH:33][C:10]=1[C:11]([NH:13][C:14]1[CH:26]=[C:25]([C:27]2[CH:28]=[CH:29][CH:30]=[CH:31][CH:32]=2)[CH:24]=[CH:23][C:15]=1[C:16]([OH:18])=[O:17])=[O:12].